Dataset: Forward reaction prediction with 1.9M reactions from USPTO patents (1976-2016). Task: Predict the product of the given reaction. (1) Given the reactants [C:1]([N:5]1[C:9]([C:10]2[CH:15]=[CH:14][C:13]([O:16][CH3:17])=[CH:12][CH:11]=2)=[C:8]([C:18](=[S:20])[NH2:19])[CH:7]=[N:6]1)([CH3:4])([CH3:3])[CH3:2].Cl[CH2:22][C:23](=O)[CH2:24][C:25]([O:27][CH2:28][CH3:29])=[O:26], predict the reaction product. The product is: [C:1]([N:5]1[C:9]([C:10]2[CH:15]=[CH:14][C:13]([O:16][CH3:17])=[CH:12][CH:11]=2)=[C:8]([C:18]2[S:20][CH:22]=[C:23]([CH2:24][C:25]([O:27][CH2:28][CH3:29])=[O:26])[N:19]=2)[CH:7]=[N:6]1)([CH3:4])([CH3:2])[CH3:3]. (2) The product is: [Cl:20][C:15]1[CH:14]=[C:13]([CH:18]=[CH:17][C:16]=1[Cl:19])[CH2:12][N:9]1[CH2:10][CH2:11][C:6]([S:21]([C:24]2[CH:29]=[CH:28][C:27]([O:30][CH2:31][CH2:32][CH2:33][CH3:34])=[CH:26][CH:25]=2)(=[O:23])=[O:22])([C:4]([OH:5])=[O:3])[CH2:7][CH2:8]1. Given the reactants C([O:3][C:4]([C:6]1([S:21]([C:24]2[CH:29]=[CH:28][C:27]([O:30][CH2:31][CH2:32][CH2:33][CH3:34])=[CH:26][CH:25]=2)(=[O:23])=[O:22])[CH2:11][CH2:10][N:9]([CH2:12][C:13]2[CH:18]=[CH:17][C:16]([Cl:19])=[C:15]([Cl:20])[CH:14]=2)[CH2:8][CH2:7]1)=[O:5])C.CO.[OH-].[Na+], predict the reaction product. (3) Given the reactants Br[C:2]1[CH:3]=[CH:4][C:5]([N+:8]([O-:10])=[O:9])=[N:6][CH:7]=1.[CH3:11][N:12]1[CH2:17][CH2:16][NH:15][CH2:14][CH2:13]1.CCN(C(C)C)C(C)C.C(OCC)(=O)C, predict the reaction product. The product is: [CH3:11][N:12]1[CH2:17][CH2:16][N:15]([C:2]2[CH:7]=[N:6][C:5]([N+:8]([O-:10])=[O:9])=[CH:4][CH:3]=2)[CH2:14][CH2:13]1. (4) The product is: [Br:1][CH2:2][CH2:3][CH2:4][CH2:5][CH2:6][CH2:7][O:8][C:9]([O:11][CH2:12]/[C:13](/[C:24]1[CH:25]=[CH:26][C:27]([S:30]([CH3:33])(=[O:31])=[O:32])=[CH:28][CH:29]=1)=[C:14](/[C:18]1[CH:19]=[CH:20][CH:21]=[CH:22][CH:23]=1)\[C:15]([O:17][CH2:34][CH3:35])=[O:16])=[O:10]. Given the reactants [Br:1][CH2:2][CH2:3][CH2:4][CH2:5][CH2:6][CH2:7][O:8][C:9]([O:11][CH2:12]/[C:13](/[C:24]1[CH:29]=[CH:28][C:27]([S:30]([CH3:33])(=[O:32])=[O:31])=[CH:26][CH:25]=1)=[C:14](/[C:18]1[CH:23]=[CH:22][CH:21]=[CH:20][CH:19]=1)\[C:15]([OH:17])=[O:16])=[O:10].[CH2:34](I)[CH3:35].C(=O)([O-])[O-].[K+].[K+], predict the reaction product.